From a dataset of Peptide-MHC class II binding affinity with 134,281 pairs from IEDB. Regression. Given a peptide amino acid sequence and an MHC pseudo amino acid sequence, predict their binding affinity value. This is MHC class II binding data. (1) The peptide sequence is NSCAKNYNCKILPNT. The MHC is DRB1_1201 with pseudo-sequence DRB1_1201. The binding affinity (normalized) is 0.112. (2) The peptide sequence is ENVKMEDVGYPIIID. The MHC is HLA-DQA10301-DQB10302 with pseudo-sequence HLA-DQA10301-DQB10302. The binding affinity (normalized) is 0.385. (3) The peptide sequence is AAREAEQWRAYLEGLCVE. The MHC is DRB1_1101 with pseudo-sequence DRB1_1101. The binding affinity (normalized) is 0. (4) The peptide sequence is GEFLLDLRPATAWSLYAV. The MHC is DRB1_0401 with pseudo-sequence DRB1_0401. The binding affinity (normalized) is 0.363. (5) The peptide sequence is SQLELRWKSRHIKER. The MHC is H-2-IAd with pseudo-sequence H-2-IAd. The binding affinity (normalized) is 0. (6) The peptide sequence is AWMSAAAAQAEQAAT. The MHC is DRB1_0901 with pseudo-sequence DRB1_0901. The binding affinity (normalized) is 0.729.